This data is from NCI-60 drug combinations with 297,098 pairs across 59 cell lines. The task is: Regression. Given two drug SMILES strings and cell line genomic features, predict the synergy score measuring deviation from expected non-interaction effect. (1) Synergy scores: CSS=61.7, Synergy_ZIP=-0.523, Synergy_Bliss=-0.415, Synergy_Loewe=3.55, Synergy_HSA=7.47. Cell line: NCIH23. Drug 2: COCCOC1=C(C=C2C(=C1)C(=NC=N2)NC3=CC=CC(=C3)C#C)OCCOC. Drug 1: C1CC(CCC1OC2=C(C(=CC=C2)Cl)F)(CC3=NC(=CC=C3)NC4=NC=CS4)C(=O)O. (2) Drug 1: CS(=O)(=O)CCNCC1=CC=C(O1)C2=CC3=C(C=C2)N=CN=C3NC4=CC(=C(C=C4)OCC5=CC(=CC=C5)F)Cl. Drug 2: CS(=O)(=O)OCCCCOS(=O)(=O)C. Cell line: SK-MEL-28. Synergy scores: CSS=2.25, Synergy_ZIP=0.408, Synergy_Bliss=5.54, Synergy_Loewe=4.08, Synergy_HSA=2.49. (3) Drug 2: CC(C)(C#N)C1=CC(=CC(=C1)CN2C=NC=N2)C(C)(C)C#N. Synergy scores: CSS=34.1, Synergy_ZIP=-12.3, Synergy_Bliss=-5.29, Synergy_Loewe=-10.9, Synergy_HSA=-4.29. Cell line: A549. Drug 1: C1=CC(=CC=C1CCC2=CNC3=C2C(=O)NC(=N3)N)C(=O)NC(CCC(=O)O)C(=O)O. (4) Drug 1: CC1C(C(CC(O1)OC2CC(CC3=C2C(=C4C(=C3O)C(=O)C5=C(C4=O)C(=CC=C5)OC)O)(C(=O)CO)O)N)O.Cl. Drug 2: C1CN(P(=O)(OC1)NCCCl)CCCl. Cell line: MCF7. Synergy scores: CSS=2.75, Synergy_ZIP=-0.958, Synergy_Bliss=-2.19, Synergy_Loewe=4.10, Synergy_HSA=-0.559. (5) Drug 1: CC1=C(C=C(C=C1)C(=O)NC2=CC(=CC(=C2)C(F)(F)F)N3C=C(N=C3)C)NC4=NC=CC(=N4)C5=CN=CC=C5. Drug 2: CCN(CC)CCNC(=O)C1=C(NC(=C1C)C=C2C3=C(C=CC(=C3)F)NC2=O)C. Cell line: MDA-MB-231. Synergy scores: CSS=-19.2, Synergy_ZIP=8.81, Synergy_Bliss=-4.23, Synergy_Loewe=-24.7, Synergy_HSA=-25.8. (6) Drug 1: CNC(=O)C1=CC=CC=C1SC2=CC3=C(C=C2)C(=NN3)C=CC4=CC=CC=N4. Drug 2: C1=CC(=CC=C1CCC2=CNC3=C2C(=O)NC(=N3)N)C(=O)NC(CCC(=O)O)C(=O)O. Cell line: MDA-MB-231. Synergy scores: CSS=3.87, Synergy_ZIP=-5.47, Synergy_Bliss=-0.0169, Synergy_Loewe=-12.7, Synergy_HSA=-2.89. (7) Drug 1: C#CCC(CC1=CN=C2C(=N1)C(=NC(=N2)N)N)C3=CC=C(C=C3)C(=O)NC(CCC(=O)O)C(=O)O. Synergy scores: CSS=1.60, Synergy_ZIP=1.50, Synergy_Bliss=3.80, Synergy_Loewe=1.26, Synergy_HSA=0.757. Drug 2: C1=NNC2=C1C(=O)NC=N2. Cell line: TK-10. (8) Drug 1: C1CC(C1)(C(=O)O)C(=O)O.[NH2-].[NH2-].[Pt+2]. Drug 2: CS(=O)(=O)OCCCCOS(=O)(=O)C. Cell line: MDA-MB-231. Synergy scores: CSS=3.27, Synergy_ZIP=2.09, Synergy_Bliss=5.56, Synergy_Loewe=0.226, Synergy_HSA=0.961. (9) Drug 1: CN1CCC(CC1)COC2=C(C=C3C(=C2)N=CN=C3NC4=C(C=C(C=C4)Br)F)OC. Drug 2: CC(CN1CC(=O)NC(=O)C1)N2CC(=O)NC(=O)C2. Cell line: NCIH23. Synergy scores: CSS=16.4, Synergy_ZIP=-7.34, Synergy_Bliss=-1.93, Synergy_Loewe=-3.47, Synergy_HSA=-1.47.